Dataset: Full USPTO retrosynthesis dataset with 1.9M reactions from patents (1976-2016). Task: Predict the reactants needed to synthesize the given product. The reactants are: C([N:3]([CH2:6][CH3:7])[CH2:4]C)C.ClC(Cl)(OC(=O)OC(Cl)(Cl)Cl)Cl.[C:20]([O:23][CH2:24][CH3:25])(=[O:22])[CH3:21].[CH3:26][CH2:27][CH2:28][CH2:29]CC. Given the product [CH2:24]([O:23][C:20](=[O:22])[CH2:21][C@H:27]1[CH2:26][CH2:7][C@H:6]([N+:3]#[C-:4])[CH2:29][CH2:28]1)[CH3:25], predict the reactants needed to synthesize it.